This data is from Catalyst prediction with 721,799 reactions and 888 catalyst types from USPTO. The task is: Predict which catalyst facilitates the given reaction. (1) Reactant: [CH:1]1([N:6]2[CH2:12][C:11]([CH3:14])([CH3:13])[C:10](=[O:15])[N:9]([CH3:16])[C:8]3[CH:17]=[N:18][C:19]([NH:21][C:22]4[CH:30]=[CH:29][C:25]([C:26]([OH:28])=O)=[CH:24][C:23]=4[O:31][CH3:32])=[N:20][C:7]2=3)[CH2:5][CH2:4][CH2:3][CH2:2]1.ON1C2C=CC=CC=2N=N1.F[P-](F)(F)(F)(F)F.CN(C(N(C)C)=[N+]1C2C=CC=CC=2[N+]([O-])=N1)C.[NH2:67][CH:68]1[CH2:73][CH2:72][N:71]([CH3:74])[CH2:70][CH2:69]1. Product: [CH:1]1([N:6]2[CH2:12][C:11]([CH3:13])([CH3:14])[C:10](=[O:15])[N:9]([CH3:16])[C:8]3[CH:17]=[N:18][C:19]([NH:21][C:22]4[CH:30]=[CH:29][C:25]([C:26]([NH:67][CH:68]5[CH2:73][CH2:72][N:71]([CH3:74])[CH2:70][CH2:69]5)=[O:28])=[CH:24][C:23]=4[O:31][CH3:32])=[N:20][C:7]2=3)[CH2:5][CH2:4][CH2:3][CH2:2]1. The catalyst class is: 9. (2) Reactant: [Cl:1][C:2]1[CH:3]=[C:4]([CH2:17][N:18]2[C:22]([CH3:23])=[CH:21][C:20]([NH:24][C:25]([CH:27]3[CH2:30][NH:29][CH2:28]3)=[O:26])=[N:19]2)[C:5]2[O:9][C:8]([C:10]3[CH:15]=[CH:14][CH:13]=[CH:12][CH:11]=3)=[CH:7][C:6]=2[CH:16]=1.C(N1CC[O:36][CH2:35][CH2:34]1)C.C(OC(=O)C)(=O)C. Product: [C:35]([N:29]1[CH2:30][CH:27]([C:25]([NH:24][C:20]2[CH:21]=[C:22]([CH3:23])[N:18]([CH2:17][C:4]3[C:5]4[O:9][C:8]([C:10]5[CH:15]=[CH:14][CH:13]=[CH:12][CH:11]=5)=[CH:7][C:6]=4[CH:16]=[C:2]([Cl:1])[CH:3]=3)[N:19]=2)=[O:26])[CH2:28]1)(=[O:36])[CH3:34]. The catalyst class is: 4.